Dataset: Reaction yield outcomes from USPTO patents with 853,638 reactions. Task: Predict the reaction yield, written as a fraction of the theoretical maximum amount of product (1.0 means a 100% yield; for example, 0.34 means a 34% yield). (1) The reactants are [I:1][C:2]1[CH:7]=[CH:6][C:5]([NH2:8])=[CH:4][CH:3]=1.CC(O)=O.[C:13]([O:17][C:18](=[O:28])[NH:19][CH:20]1[CH2:25][CH2:24][CH:23]([CH:26]=O)[CH2:22][CH2:21]1)([CH3:16])([CH3:15])[CH3:14].[BH-](OC(C)=O)(OC(C)=O)OC(C)=O.[Na+]. The product is [C:13]([O:17][C:18](=[O:28])[NH:19][C@H:20]1[CH2:21][CH2:22][C@H:23]([CH2:26][NH:8][C:5]2[CH:6]=[CH:7][C:2]([I:1])=[CH:3][CH:4]=2)[CH2:24][CH2:25]1)([CH3:16])([CH3:14])[CH3:15]. The catalyst is C(Cl)Cl.CCOCC. The yield is 0.790. (2) The reactants are Cl[C:2]1[CH:7]=[CH:6][N:5]=[C:4]([NH:8][CH:9]2[CH2:13][CH2:12][CH2:11][CH2:10]2)[N:3]=1.[CH2:14]([O:21][C:22]1[CH:27]=[CH:26][C:25](B(O)O)=[CH:24][CH:23]=1)[C:15]1[CH:20]=[CH:19][CH:18]=[CH:17][CH:16]=1.C(=O)([O-])[O-].[Na+].[Na+]. The catalyst is C1(P([Pd](P(C2C=CC=CC=2)(C2C=CC=CC=2)C2C=CC=CC=2)(P(C2C=CC=CC=2)(C2C=CC=CC=2)C2C=CC=CC=2)P(C2C=CC=CC=2)(C2C=CC=CC=2)C2C=CC=CC=2)(C2C=CC=CC=2)C2C=CC=CC=2)C=CC=CC=1. The product is [CH2:14]([O:21][C:22]1[CH:27]=[CH:26][C:25]([C:2]2[CH:7]=[CH:6][N:5]=[C:4]([NH:8][CH:9]3[CH2:13][CH2:12][CH2:11][CH2:10]3)[N:3]=2)=[CH:24][CH:23]=1)[C:15]1[CH:20]=[CH:19][CH:18]=[CH:17][CH:16]=1. The yield is 0.620. (3) The yield is 0.920. No catalyst specified. The reactants are CC1C=CC2C(=CC=CC=2N2CCN(CCC3C=C(C=CC=3)N)CC2)N=1.[Cl:27][C:28]1[CH:37]=[C:36]2[C:31]([CH:32]=[CH:33][C:34]([CH3:38])=[N:35]2)=[C:30]([N:39]2[CH2:44][CH2:43][N:42]([CH2:45][CH2:46][C:47]3[CH:52]=[CH:51][CH:50]=[C:49]([N+:53]([O-])=O)[CH:48]=3)[CH2:41][CH2:40]2)[CH:29]=1. The product is [Cl:27][C:28]1[CH:37]=[C:36]2[C:31]([CH:32]=[CH:33][C:34]([CH3:38])=[N:35]2)=[C:30]([N:39]2[CH2:40][CH2:41][N:42]([CH2:45][CH2:46][C:47]3[CH:48]=[C:49]([CH:50]=[CH:51][CH:52]=3)[NH2:53])[CH2:43][CH2:44]2)[CH:29]=1. (4) The reactants are C(OC(=O)[NH:7][C@H:8]1[CH2:12][CH2:11][N:10]([C:13]2[CH:18]=[CH:17][C:16]([O:19][CH2:20][C:21]3[CH:26]=[CH:25][CH:24]=[CH:23][CH:22]=3)=[CH:15][CH:14]=2)[C:9]1=[O:27])(C)(C)C.[ClH:29]. The catalyst is O1CCOCC1. The product is [ClH:29].[NH2:7][C@H:8]1[CH2:12][CH2:11][N:10]([C:13]2[CH:14]=[CH:15][C:16]([O:19][CH2:20][C:21]3[CH:22]=[CH:23][CH:24]=[CH:25][CH:26]=3)=[CH:17][CH:18]=2)[C:9]1=[O:27]. The yield is 0.820. (5) The reactants are [CH3:1][NH:2][CH3:3].[Cl:4][C:5]1[N:10]=[CH:9][C:8]([S:11](Cl)(=[O:13])=[O:12])=[CH:7][CH:6]=1. The catalyst is C1COCC1.CCOC(C)=O. The product is [Cl:4][C:5]1[N:10]=[CH:9][C:8]([S:11]([N:2]([CH3:3])[CH3:1])(=[O:13])=[O:12])=[CH:7][CH:6]=1. The yield is 0.930. (6) The reactants are [N+:1]([C:4]1[CH:13]=[C:12]2[C:7]([CH2:8][CH2:9][CH2:10][C:11]2=O)=[CH:6][CH:5]=1)([O-:3])=[O:2].[NH2:15][OH:16]. The catalyst is N1C=CC=CC=1. The product is [N+:1]([C:4]1[CH:13]=[C:12]2[C:7]([CH2:8][CH2:9][CH2:10][C:11]2=[N:15][OH:16])=[CH:6][CH:5]=1)([O-:3])=[O:2]. The yield is 0.880. (7) The reactants are [NH2:1][C:2]1[C:3]([NH:11][C:12]2([CH2:22][OH:23])[CH2:21][CH2:20][C:15]3([O:19][CH2:18][CH2:17][O:16]3)[CH2:14][CH2:13]2)=[C:4]2[S:10][CH:9]=[CH:8][C:5]2=[N:6][CH:7]=1.[CH:24]([O-])([O-])OCC.O.C1(C)C=CC(S(O)(=O)=O)=CC=1. The catalyst is C1(C)C=CC=CC=1.CCOC(C)=O. The product is [N:11]1([C:12]2([CH2:22][OH:23])[CH2:21][CH2:20][C:15]3([O:16][CH2:17][CH2:18][O:19]3)[CH2:14][CH2:13]2)[C:3]2=[C:4]3[S:10][CH:9]=[CH:8][C:5]3=[N:6][CH:7]=[C:2]2[N:1]=[CH:24]1. The yield is 0.500.